The task is: Predict the reaction yield, written as a fraction of the theoretical maximum amount of product (1.0 means a 100% yield; for example, 0.34 means a 34% yield).. This data is from Reaction yield outcomes from USPTO patents with 853,638 reactions. (1) The reactants are [CH2:1]([O:8][C:9]1[C:10](=[O:29])[CH:11]=[C:12]([CH2:17][NH:18][S:19]([C:22]2[CH:27]=[CH:26][CH:25]=[CH:24][C:23]=2[Cl:28])(=[O:21])=[O:20])[O:13][C:14]=1[CH2:15][OH:16])[C:2]1[CH:7]=[CH:6][CH:5]=[CH:4][CH:3]=1.C(OC1C(=O)C=C(CNS(C2C=CC=CC=2)(=O)=O)OC=1C=O)C1C=CC=CC=1. No catalyst specified. The product is [CH2:1]([O:8][C:9]1[C:10](=[O:29])[CH:11]=[C:12]([CH2:17][NH:18][S:19]([C:22]2[CH:27]=[CH:26][CH:25]=[CH:24][C:23]=2[Cl:28])(=[O:21])=[O:20])[O:13][C:14]=1[CH:15]=[O:16])[C:2]1[CH:7]=[CH:6][CH:5]=[CH:4][CH:3]=1. The yield is 0.851. (2) The reactants are [C:1]1([O:7][CH3:8])[CH:6]=[CH:5][CH:4]=[CH:3][CH:2]=1.[Cl-].[Al+3].[Cl-].[Cl-].[Cl:13][CH2:14][CH2:15][CH2:16][C:17](Cl)=[O:18].O. The catalyst is ClCCl. The product is [Cl:13][CH2:14][CH2:15][CH2:16][C:17]([C:4]1[CH:5]=[CH:6][C:1]([O:7][CH3:8])=[CH:2][CH:3]=1)=[O:18]. The yield is 0.960. (3) The reactants are [F:1][C:2]1[CH:31]=[C:30]([N+:32]([O-])=O)[CH:29]=[CH:28][C:3]=1[O:4][C:5]1[CH:10]=[CH:9][N:8]=[C:7]2[CH:11]=[C:12]([C:14]3[CH:19]=[CH:18][C:17]([CH2:20][N:21]4[CH2:26][CH2:25][N:24]([CH3:27])[CH2:23][CH2:22]4)=[CH:16][N:15]=3)[S:13][C:6]=12.[NH4+].[Cl-]. The catalyst is [Fe].CCO.O. The product is [F:1][C:2]1[CH:31]=[C:30]([CH:29]=[CH:28][C:3]=1[O:4][C:5]1[CH:10]=[CH:9][N:8]=[C:7]2[CH:11]=[C:12]([C:14]3[CH:19]=[CH:18][C:17]([CH2:20][N:21]4[CH2:22][CH2:23][N:24]([CH3:27])[CH2:25][CH2:26]4)=[CH:16][N:15]=3)[S:13][C:6]=12)[NH2:32]. The yield is 1.00. (4) The reactants are Br[C:2]1[CH:10]=[CH:9][CH:8]=[C:7]2[C:3]=1[C:4]([C:18]([N:20]1[CH2:25][CH2:24][CH:23]([C:26]3[CH:27]=[C:28]([CH:37]=[CH:38][C:39]=3[F:40])[CH2:29][NH:30][C:31](=[O:36])[C:32]([F:35])([F:34])[F:33])[CH2:22][CH2:21]1)=[O:19])=[CH:5][N:6]2[CH2:11][CH2:12][O:13][C:14]([F:17])([F:16])[F:15].[CH2:41]([N:44]1[CH:48]=[C:47](B(O)O)[CH:46]=[N:45]1)[CH2:42][CH3:43].C(=O)([O-])[O-].[Cs+].[Cs+].C(Cl)Cl. The catalyst is O1CCOCC1.O.C1C=CC(P(C2C=CC=CC=2)[C-]2C=CC=C2)=CC=1.C1C=CC(P(C2C=CC=CC=2)[C-]2C=CC=C2)=CC=1.Cl[Pd]Cl.[Fe+2]. The product is [F:34][C:32]([F:33])([F:35])[C:31]([NH:30][CH2:29][C:28]1[CH:37]=[CH:38][C:39]([F:40])=[C:26]([CH:23]2[CH2:22][CH2:21][N:20]([C:18]([C:4]3[C:3]4[C:7](=[CH:8][CH:9]=[CH:10][C:2]=4[C:47]4[CH:46]=[N:45][N:44]([CH2:41][CH2:42][CH3:43])[CH:48]=4)[N:6]([CH2:11][CH2:12][O:13][C:14]([F:15])([F:16])[F:17])[CH:5]=3)=[O:19])[CH2:25][CH2:24]2)[CH:27]=1)=[O:36]. The yield is 0.920. (5) The reactants are [O:1]1[C:6]2[CH:7]=[CH:8][CH:9]=[CH:10][C:5]=2[O:4][CH2:3][CH:2]1[CH2:11][N:12]1[C:16]([Cl:17])=[C:15]([Cl:18])[N:14]=[CH:13]1.[Br:19][CH2:20][C:21]1[CH:30]=[CH:29][C:28]2[C:23](=[CH:24][CH:25]=[CH:26][CH:27]=2)[CH:22]=1. The catalyst is C(#N)C. The product is [Br-:19].[O:1]1[C:6]2[CH:7]=[CH:8][CH:9]=[CH:10][C:5]=2[O:4][CH2:3][CH:2]1[CH2:11][N+:12]1[C:16]([Cl:17])=[C:15]([Cl:18])[N:14]([CH2:20][C:21]2[CH:30]=[CH:29][C:28]3[C:23](=[CH:24][CH:25]=[CH:26][CH:27]=3)[CH:22]=2)[CH:13]=1. The yield is 0.570. (6) The reactants are C([O:3][C:4]([C:6]1[C:7]2[CH2:23][O:22][C:21]3[CH:20]=[C:19]([O:24][CH3:25])[C:18]([CH:26]=[C:27]([CH3:29])[CH3:28])=[CH:17][C:16]=3[C:8]=2[N:9]([C:11]2[S:12][CH:13]=[CH:14][CH:15]=2)[N:10]=1)=[O:5])C.C1COCC1.O.O[Li].O. The catalyst is CO. The product is [CH3:25][O:24][C:19]1[C:18]([CH:26]=[C:27]([CH3:29])[CH3:28])=[CH:17][C:16]2[C:8]3[N:9]([C:11]4[S:12][CH:13]=[CH:14][CH:15]=4)[N:10]=[C:6]([C:4]([OH:5])=[O:3])[C:7]=3[CH2:23][O:22][C:21]=2[CH:20]=1. The yield is 0.750.